Dataset: Peptide-MHC class II binding affinity with 134,281 pairs from IEDB. Task: Regression. Given a peptide amino acid sequence and an MHC pseudo amino acid sequence, predict their binding affinity value. This is MHC class II binding data. The peptide sequence is FSTGLIIQGLKLMNS. The MHC is HLA-DQA10401-DQB10402 with pseudo-sequence HLA-DQA10401-DQB10402. The binding affinity (normalized) is 0.164.